This data is from Forward reaction prediction with 1.9M reactions from USPTO patents (1976-2016). The task is: Predict the product of the given reaction. Given the reactants N[C@@H:2]([C:7]([OH:9])=[O:8])[CH2:3][CH:4]([CH3:6])[CH3:5].N([O-])=O.[Na+].[BrH:14], predict the reaction product. The product is: [Br:14][C@H:2]([CH2:3][CH:4]([CH3:6])[CH3:5])[C:7]([OH:9])=[O:8].